From a dataset of Full USPTO retrosynthesis dataset with 1.9M reactions from patents (1976-2016). Predict the reactants needed to synthesize the given product. (1) Given the product [CH3:15][C:10]1[CH:11]=[CH:12][CH:13]=[CH:14][C:9]=1[C:7]1[C:6]([C:16]#[N:17])=[CH:5][CH:4]=[C:3]([CH:2]([C:18]2[N:22]([CH3:23])[CH:21]=[N:20][CH:19]=2)[NH:1][CH2:31][C:30]2[CH:33]=[CH:34][C:27]([N+:24]([O-:26])=[O:25])=[CH:28][CH:29]=2)[CH:8]=1, predict the reactants needed to synthesize it. The reactants are: [NH2:1][CH:2]([C:18]1[N:22]([CH3:23])[CH:21]=[N:20][CH:19]=1)[C:3]1[CH:8]=[C:7]([C:9]2[CH:14]=[CH:13][CH:12]=[CH:11][C:10]=2[CH3:15])[C:6]([C:16]#[N:17])=[CH:5][CH:4]=1.[N+:24]([C:27]1[CH:34]=[CH:33][C:30]([CH:31]=O)=[CH:29][CH:28]=1)([O-:26])=[O:25].C(O)(=O)C.C(O[BH-](OC(=O)C)OC(=O)C)(=O)C.[Na+]. (2) Given the product [CH2:1]([O:3][C:4](=[O:29])[CH2:5][C:6]1[CH:11]=[CH:10][C:9]([O:12][CH3:13])=[C:8]([O:14][C:15]2[CH:20]=[CH:19][C:18]([N:43]=[C:30]([C:31]3[CH:36]=[CH:35][CH:34]=[CH:33][CH:32]=3)[C:37]3[CH:42]=[CH:41][CH:40]=[CH:39][CH:38]=3)=[CH:17][C:16]=2[CH2:22][N:23]2[CH2:27][CH2:26][O:25][C:24]2=[O:28])[CH:7]=1)[CH3:2], predict the reactants needed to synthesize it. The reactants are: [CH2:1]([O:3][C:4](=[O:29])[CH2:5][C:6]1[CH:11]=[CH:10][C:9]([O:12][CH3:13])=[C:8]([O:14][C:15]2[CH:20]=[CH:19][C:18](Br)=[CH:17][C:16]=2[CH2:22][N:23]2[CH2:27][CH2:26][O:25][C:24]2=[O:28])[CH:7]=1)[CH3:2].[C:30](=[NH:43])([C:37]1[CH:42]=[CH:41][CH:40]=[CH:39][CH:38]=1)[C:31]1[CH:36]=[CH:35][CH:34]=[CH:33][CH:32]=1. (3) Given the product [CH3:1][C:2]1[CH:7]=[CH:6][C:5]([S:8]([O:11][CH2:12][CH:13]2[CH2:17][C:16]3[CH:18]=[C:19]([CH:23]([CH3:25])[CH3:24])[CH:20]=[C:21]([C:27]4[CH:32]=[CH:31][CH:30]=[CH:29][CH:28]=4)[C:15]=3[O:14]2)(=[O:10])=[O:9])=[CH:4][CH:3]=1, predict the reactants needed to synthesize it. The reactants are: [CH3:1][C:2]1[CH:7]=[CH:6][C:5]([S:8]([O:11][CH2:12][CH:13]2[CH2:17][C:16]3[CH:18]=[C:19]([CH:23]([CH3:25])[CH3:24])[CH:20]=[C:21](Br)[C:15]=3[O:14]2)(=[O:10])=[O:9])=[CH:4][CH:3]=1.C[C:27]1[CH:32]=[CH:31][CH:30]=[CH:29][C:28]=1B(O)O.C(C1C=CC=CC=1B1OC(C)(C)C(C)(C)O1)(C)C. (4) Given the product [C:9]([O:13][CH:14]([C:20]1[C:24]([C:25]2[CH:26]=[CH:27][C:28]3[O:33][CH2:32][CH2:31][CH2:30][C:29]=3[CH:34]=2)=[C:23]([C:35]2[CH:40]=[CH:39][N:38]=[CH:37][CH:36]=2)[S:22][C:21]=1[CH2:41][OH:42])[C:15]([O:17][CH2:18][CH3:19])=[O:16])([CH3:10])([CH3:11])[CH3:12], predict the reactants needed to synthesize it. The reactants are: [BH4-].[BH4-].[BH4-].[BH4-].[Na+].[Na+].[Na+].[Na+].[C:9]([O:13][CH:14]([C:20]1[C:24]([C:25]2[CH:26]=[CH:27][C:28]3[O:33][CH2:32][CH2:31][CH2:30][C:29]=3[CH:34]=2)=[C:23]([C:35]2[CH:40]=[CH:39][N:38]=[CH:37][CH:36]=2)[S:22][C:21]=1[CH:41]=[O:42])[C:15]([O:17][CH2:18][CH3:19])=[O:16])([CH3:12])([CH3:11])[CH3:10]. (5) Given the product [ClH:26].[NH2:1][C:2]1[CH:7]=[CH:6][C:5]([NH:8][C:9]2[N:14]=[C:13]([NH:15][C:16]3[CH:25]=[CH:24][CH:23]=[CH:22][C:17]=3[C:18]([NH:20][CH3:21])=[O:19])[C:12]([Cl:26])=[CH:11][N:10]=2)=[C:4]([O:27][CH3:28])[CH:3]=1, predict the reactants needed to synthesize it. The reactants are: [NH2:1][C:2]1[CH:7]=[CH:6][C:5]([NH:8][C:9]2[N:14]=[C:13]([NH:15][C:16]3[CH:25]=[CH:24][CH:23]=[CH:22][C:17]=3[C:18]([NH:20][CH3:21])=[O:19])[C:12]([Cl:26])=[CH:11][N:10]=2)=[C:4]([O:27][CH3:28])[CH:3]=1.Cl. (6) Given the product [OH:47][CH2:45][CH2:55][NH:50][CH2:51][C@:52]12[CH2:53][CH2:40][C@@H:39]([C:42]([CH3:44])=[CH2:43])[C@@H:4]1[C@@H:5]1[C@@:18]([CH3:21])([CH2:19][CH2:20]2)[C@@:17]2([CH3:22])[C@@H:8]([C@:9]3([CH3:38])[C@@H:14]([CH2:15][CH2:16]2)[C:13]([CH3:23])([CH3:24])[C:12]([C:25]2[CH:37]=[CH:36][C:28]([C:29]([O:31][C:32]([CH3:35])([CH3:34])[CH3:33])=[O:30])=[CH:27][CH:26]=2)=[CH:11][CH2:10]3)[CH2:7][CH2:6]1.[CH3:49][N:50]([CH3:55])[CH2:51][CH2:52][CH2:53][NH:54][CH2:1][C@:3]12[CH2:41][CH2:40][C@@H:39]([C:42]([CH3:44])=[CH2:43])[C@@H:4]1[C@@H:5]1[C@@:18]([CH3:21])([CH2:19][CH2:20]2)[C@@:17]2([CH3:22])[C@@H:8]([C@:9]3([CH3:38])[C@@H:14]([CH2:15][CH2:16]2)[C:13]([CH3:23])([CH3:24])[C:12]([C:25]2[CH:26]=[CH:27][C:28]([C:29]([O:31][C:32]([CH3:33])([CH3:34])[CH3:35])=[O:30])=[CH:36][CH:37]=2)=[CH:11][CH2:10]3)[CH2:7][CH2:6]1, predict the reactants needed to synthesize it. The reactants are: [CH:1]([C@:3]12[CH2:41][CH2:40][C@@H:39]([C:42]([CH3:44])=[CH2:43])[C@@H:4]1[C@@H:5]1[C@@:18]([CH3:21])([CH2:19][CH2:20]2)[C@@:17]2([CH3:22])[C@@H:8]([C@:9]3([CH3:38])[C@@H:14]([CH2:15][CH2:16]2)[C:13]([CH3:24])([CH3:23])[C:12]([C:25]2[CH:37]=[CH:36][C:28]([C:29]([O:31][C:32]([CH3:35])([CH3:34])[CH3:33])=[O:30])=[CH:27][CH:26]=2)=[CH:11][CH2:10]3)[CH2:7][CH2:6]1)=O.[C:45](O)(=[O:47])C.[CH3:49][N:50]([CH3:55])[CH2:51][CH2:52][CH2:53][NH2:54].C(O[BH-](OC(=O)C)OC(=O)C)(=O)C.[Na+].